Dataset: NCI-60 drug combinations with 297,098 pairs across 59 cell lines. Task: Regression. Given two drug SMILES strings and cell line genomic features, predict the synergy score measuring deviation from expected non-interaction effect. (1) Drug 1: CC1=C(C=C(C=C1)C(=O)NC2=CC(=CC(=C2)C(F)(F)F)N3C=C(N=C3)C)NC4=NC=CC(=N4)C5=CN=CC=C5. Drug 2: CNC(=O)C1=NC=CC(=C1)OC2=CC=C(C=C2)NC(=O)NC3=CC(=C(C=C3)Cl)C(F)(F)F. Cell line: RPMI-8226. Synergy scores: CSS=4.70, Synergy_ZIP=-2.84, Synergy_Bliss=-4.94, Synergy_Loewe=-5.62, Synergy_HSA=-8.32. (2) Drug 1: C1=CC(=CC=C1CCCC(=O)O)N(CCCl)CCCl. Drug 2: C1C(C(OC1N2C=NC3=C2NC=NCC3O)CO)O. Cell line: HCT116. Synergy scores: CSS=31.2, Synergy_ZIP=-4.65, Synergy_Bliss=-5.74, Synergy_Loewe=-5.34, Synergy_HSA=-4.52. (3) Drug 1: CCC1=CC2CC(C3=C(CN(C2)C1)C4=CC=CC=C4N3)(C5=C(C=C6C(=C5)C78CCN9C7C(C=CC9)(C(C(C8N6C)(C(=O)OC)O)OC(=O)C)CC)OC)C(=O)OC.C(C(C(=O)O)O)(C(=O)O)O. Drug 2: N.N.Cl[Pt+2]Cl. Cell line: SK-MEL-28. Synergy scores: CSS=25.3, Synergy_ZIP=4.49, Synergy_Bliss=8.69, Synergy_Loewe=-23.3, Synergy_HSA=3.88. (4) Drug 1: C1CN1C2=NC(=NC(=N2)N3CC3)N4CC4. Drug 2: CC1=C(C(=O)C2=C(C1=O)N3CC4C(C3(C2COC(=O)N)OC)N4)N. Cell line: NCI-H322M. Synergy scores: CSS=4.33, Synergy_ZIP=-1.30, Synergy_Bliss=1.10, Synergy_Loewe=-9.02, Synergy_HSA=-1.06. (5) Drug 1: CC1CCC2CC(C(=CC=CC=CC(CC(C(=O)C(C(C(=CC(C(=O)CC(OC(=O)C3CCCCN3C(=O)C(=O)C1(O2)O)C(C)CC4CCC(C(C4)OC)OCCO)C)C)O)OC)C)C)C)OC. Drug 2: CN1C2=C(C=C(C=C2)N(CCCl)CCCl)N=C1CCCC(=O)O.Cl. Cell line: HCC-2998. Synergy scores: CSS=11.1, Synergy_ZIP=-0.973, Synergy_Bliss=3.09, Synergy_Loewe=-1.48, Synergy_HSA=4.08. (6) Drug 2: CN(C)C1=NC(=NC(=N1)N(C)C)N(C)C. Drug 1: C1CN1C2=NC(=NC(=N2)N3CC3)N4CC4. Synergy scores: CSS=27.8, Synergy_ZIP=1.93, Synergy_Bliss=2.52, Synergy_Loewe=0.123, Synergy_HSA=0.220. Cell line: HCT-15. (7) Drug 1: CC1=C(C=C(C=C1)NC2=NC=CC(=N2)N(C)C3=CC4=NN(C(=C4C=C3)C)C)S(=O)(=O)N.Cl. Drug 2: CCN(CC)CCNC(=O)C1=C(NC(=C1C)C=C2C3=C(C=CC(=C3)F)NC2=O)C. Cell line: DU-145. Synergy scores: CSS=-3.25, Synergy_ZIP=1.50, Synergy_Bliss=-2.37, Synergy_Loewe=-5.36, Synergy_HSA=-4.57.